From a dataset of Forward reaction prediction with 1.9M reactions from USPTO patents (1976-2016). Predict the product of the given reaction. (1) Given the reactants [Cl:1][C:2]1[CH:3]=[CH:4][C:5]2[O:18][CH:17]([CH2:19][OH:20])[N:8]3[C:9]4[CH:10]=[CH:11][CH:12]=[C:13]([F:16])[C:14]=4[CH:15]=[C:7]3[C:6]=2[N:21]=1.[CH3:22][S:23](Cl)(=[O:25])=[O:24].O, predict the reaction product. The product is: [CH3:22][S:23]([O:20][CH2:19][CH:17]1[N:8]2[C:9]3[CH:10]=[CH:11][CH:12]=[C:13]([F:16])[C:14]=3[CH:15]=[C:7]2[C:6]2[N:21]=[C:2]([Cl:1])[CH:3]=[CH:4][C:5]=2[O:18]1)(=[O:25])=[O:24]. (2) Given the reactants [OH:1][CH2:2][C:3]1([CH2:15][OH:16])[CH2:9][CH2:8][CH2:7][C:6]2[CH:10]=[CH:11][CH:12]=[CH:13][C:5]=2[C:4]1=[O:14].C(N(CC)CC)C.[F:24][C:25]([F:36])([F:35])[C:26]1[CH:27]=[C:28]([N:32]=[C:33]=[S:34])[CH:29]=[CH:30][CH:31]=1, predict the reaction product. The product is: [OH:16][CH2:15][C:3]1([CH2:2][O:1][C:33](=[S:34])[NH:32][C:28]2[CH:29]=[CH:30][CH:31]=[C:26]([C:25]([F:24])([F:35])[F:36])[CH:27]=2)[CH2:9][CH2:8][CH2:7][C:6]2[CH:10]=[CH:11][CH:12]=[CH:13][C:5]=2[C:4]1=[O:14].